Dataset: CYP1A2 inhibition data for predicting drug metabolism from PubChem BioAssay. Task: Regression/Classification. Given a drug SMILES string, predict its absorption, distribution, metabolism, or excretion properties. Task type varies by dataset: regression for continuous measurements (e.g., permeability, clearance, half-life) or binary classification for categorical outcomes (e.g., BBB penetration, CYP inhibition). Dataset: cyp1a2_veith. (1) The drug is CCOc1ccccc1OCC(=O)Nc1ccc(Cl)cc1Cl. The result is 1 (inhibitor). (2) The drug is Cc1nnsc1SCC(=O)O. The result is 0 (non-inhibitor). (3) The compound is Cc1ccccc1C(=O)N1CCN(c2ccc([N+](=O)[O-])c(N3CCOCC3)c2)CC1. The result is 0 (non-inhibitor). (4) The drug is Cc1nc2cnc(OCc3ccccc3)nc2n(Cc2ccc(F)cc2)c1=O. The result is 1 (inhibitor). (5) The molecule is CCCOc1ccc(/C=C/C(=O)Nc2ccc([N+](=O)[O-])cc2C)cc1OC. The result is 0 (non-inhibitor). (6) The compound is Cc1ccc(CNC(=O)C2CC(c3ccccc3[N+](=O)[O-])=NO2)cc1. The result is 1 (inhibitor).